Dataset: Full USPTO retrosynthesis dataset with 1.9M reactions from patents (1976-2016). Task: Predict the reactants needed to synthesize the given product. Given the product [CH3:26][O:27][C:28]1[CH:29]=[C:30]([NH:31][C:2]2[C:3]3[NH:16][N:15]=[CH:14][C:4]=3[N:5]=[C:6]([C:8]3[CH:9]=[CH:10][CH:11]=[CH:12][CH:13]=3)[N:7]=2)[CH:32]=[CH:33][C:34]=1[O:35][CH3:36], predict the reactants needed to synthesize it. The reactants are: Cl[C:2]1[C:3]2[C:4](=[CH:14][N:15](CC3C=CC(OC)=CC=3)[N:16]=2)[N:5]=[C:6]([C:8]2[CH:13]=[CH:12][CH:11]=[CH:10][CH:9]=2)[N:7]=1.[CH3:26][O:27][C:28]1[CH:29]=[C:30]([CH:32]=[CH:33][C:34]=1[O:35][CH3:36])[NH2:31].Cl.